From a dataset of Kir2.1 potassium channel HTS with 301,493 compounds. Binary Classification. Given a drug SMILES string, predict its activity (active/inactive) in a high-throughput screening assay against a specified biological target. (1) The drug is S(=O)(=O)(N(c1c2c(c3oc(sc3c1)=O)cccc2)C(=O)c1occc1)c1ccc(cc1)C. The result is 0 (inactive). (2) The molecule is O1C2(OCC1)CCN(CC2)C(=O)C1C(N(C(=O)c2c1cc(OC)c(OC)c2)C)c1ccc(OC)cc1. The result is 0 (inactive). (3) The result is 0 (inactive). The drug is O=C(N\N=C1\CCC(CC1)CCC)CNc1ccc(OC)cc1. (4) The drug is O1CCN(C(=O)CN2CCC(NC(=O)Nc3c(c4ccccc4)cccc3)CC2)CC1. The result is 0 (inactive). (5) The compound is n1(nc(c(C(c2c(n(nc2C)c2ccccc2)N)c2ccccc2)c1N)C)c1ccccc1. The result is 0 (inactive). (6) The compound is Brc1ccc(c2nc(sc2)N\N=C\C(C)C)cc1. The result is 0 (inactive). (7) The drug is Brc1ccc(C2NC(=O)N(C(=C2C(=O)C)C)CC)cc1. The result is 0 (inactive). (8) The drug is n12[nH]cnc2=NC(N)=C(C1c1ccccc1)C#N. The result is 0 (inactive). (9) The drug is S(=O)(=O)(NCC(=O)N(C(C(C)C)C(=O)NCC1OCCC1)Cc1sccc1)c1ccccc1. The result is 0 (inactive). (10) The molecule is O(CCCN1CCCCC1)c1ccc(cc1)C(=O)c1ccccc1. The result is 0 (inactive).